From a dataset of Reaction yield outcomes from USPTO patents with 853,638 reactions. Predict the reaction yield, written as a fraction of the theoretical maximum amount of product (1.0 means a 100% yield; for example, 0.34 means a 34% yield). (1) The reactants are [NH2:1][CH:2]1[CH2:6][CH2:5][N:4]([C:7]2[CH:15]=[CH:14][C:10]([C:11]([NH2:13])=[O:12])=[C:9]([C:16]3[CH:21]=[CH:20][C:19]([O:22][C:23]4[CH:28]=[CH:27][CH:26]=[CH:25][CH:24]=4)=[CH:18][CH:17]=3)[N:8]=2)[CH2:3]1.C(OC(N1C=C(C2C=C[C:45]([C:48](=[O:50])N)=[C:44](C3C=CC(OC4C=CC=CC=4)=CC=3)N=2)CCC1)=O)(C)(C)C. The catalyst is C(Cl)Cl. The product is [C:48]([NH:1][CH:2]1[CH2:6][CH2:5][N:4]([C:7]2[CH:15]=[CH:14][C:10]([C:11]([NH2:13])=[O:12])=[C:9]([C:16]3[CH:21]=[CH:20][C:19]([O:22][C:23]4[CH:28]=[CH:27][CH:26]=[CH:25][CH:24]=4)=[CH:18][CH:17]=3)[N:8]=2)[CH2:3]1)(=[O:50])[CH:45]=[CH2:44]. The yield is 0.540. (2) The reactants are Cl[C:2]1[N:7]=[CH:6][N:5]=[C:4]([O:8][C:9]2[CH:14]=[CH:13][CH:12]=[CH:11][C:10]=2/[C:15](=[CH:20]\[O:21][CH3:22])/[C:16]([O:18][CH3:19])=[O:17])[CH:3]=1.[OH:23][C:24]1[CH:31]=[CH:30][CH:29]=[CH:28][C:25]=1[C:26]#[N:27].C(=O)([O-])[O-].[K+].[K+].CN1CCCCC1. The catalyst is C(OCC)(=O)C.O. The product is [CH3:22][O:21]/[CH:20]=[C:15](/[C:16]([O:18][CH3:19])=[O:17])\[C:10]1[C:9]([O:8][C:4]2[CH:3]=[C:2]([O:23][C:24]3[C:25]([C:26]#[N:27])=[CH:28][CH:29]=[CH:30][CH:31]=3)[N:7]=[CH:6][N:5]=2)=[CH:14][CH:13]=[CH:12][CH:11]=1. The yield is 0.912. (3) The reactants are [Al+3].[Cl-].[Cl-].[Cl-].Cl.[CH2:6]([N:13]1[CH2:17][CH:16]([C:18]2[S:19][C:20]([Br:24])=[C:21]([Br:23])[CH:22]=2)[CH:15]([C:25](Cl)=[O:26])[CH2:14]1)[C:7]1[CH:12]=[CH:11][CH:10]=[CH:9][CH:8]=1. The catalyst is C(Cl)Cl. The product is [CH2:6]([N:13]1[CH2:17][CH:16]2[CH:15]([C:25](=[O:26])[C:22]3[C:21]([Br:23])=[C:20]([Br:24])[S:19][C:18]=32)[CH2:14]1)[C:7]1[CH:12]=[CH:11][CH:10]=[CH:9][CH:8]=1. The yield is 0.270. (4) The reactants are C1(P(C2C=CC=CC=2)C2C=CC=CC=2)C=CC=CC=1.BrN1C(=O)CCC1=O.[CH:28]1([CH2:33][CH:34]([C:38]2[CH:43]=[CH:42][C:41]([S:44]([CH3:47])(=[O:46])=[O:45])=[C:40]([N+:48]([O-:50])=[O:49])[CH:39]=2)[C:35]([OH:37])=O)[CH2:32][CH2:31][CH2:30][CH2:29]1.[NH2:51][C:52]1[S:53][CH:54]=[CH:55][N:56]=1. The catalyst is C(Cl)Cl. The product is [CH:28]1([CH2:33][CH:34]([C:38]2[CH:43]=[CH:42][C:41]([S:44]([CH3:47])(=[O:45])=[O:46])=[C:40]([N+:48]([O-:50])=[O:49])[CH:39]=2)[C:35]([NH:51][C:52]2[S:53][CH:54]=[CH:55][N:56]=2)=[O:37])[CH2:32][CH2:31][CH2:30][CH2:29]1. The yield is 0.520.